From a dataset of Forward reaction prediction with 1.9M reactions from USPTO patents (1976-2016). Predict the product of the given reaction. (1) Given the reactants [CH2:1]1[O:9][C:8]2[CH:7]=[CH:6][C:5]([CH:10]3[C:22]4[NH:21][C:20]5[C:15](=[CH:16][CH:17]=[CH:18][CH:19]=5)[C:14]=4[CH2:13][CH2:12][N:11]3[C:23]3[N:28]=[CH:27][C:26](Br)=[CH:25][N:24]=3)=[CH:4][C:3]=2[O:2]1.[N:30]1[CH:35]=[CH:34][CH:33]=[C:32](B(O)O)[CH:31]=1.C(N(CC)CC)C, predict the reaction product. The product is: [CH2:1]1[O:9][C:8]2[CH:7]=[CH:6][C:5]([CH:10]3[C:22]4[NH:21][C:20]5[C:15](=[CH:16][CH:17]=[CH:18][CH:19]=5)[C:14]=4[CH2:13][CH2:12][N:11]3[C:23]3[N:28]=[CH:27][C:26]([C:32]4[CH:31]=[N:30][CH:35]=[CH:34][CH:33]=4)=[CH:25][N:24]=3)=[CH:4][C:3]=2[O:2]1. (2) Given the reactants CN(CC1N(C[C@H]2CCCNC2)C2C=CC=CC=2N=1)[C@H]1C2N=CC=CC=2CCC1.[CH3:30][N:31]([CH2:42][C:43]1[N:47]([CH2:48][C@@H:49]2[CH2:54][CH2:53][CH2:52][N:51]([CH2:55][CH2:56][CH:57]([CH3:59])[CH3:58])[CH2:50]2)[C:46]2[CH:60]=[CH:61][CH:62]=[CH:63][C:45]=2[N:44]=1)[C@H:32]1[C:41]2[N:40]=[CH:39][CH:38]=[CH:37][C:36]=2[CH2:35][CH2:34][CH2:33]1, predict the reaction product. The product is: [CH3:30][N:31]([CH2:42][C:43]1[N:47]([CH2:48][C@H:49]2[CH2:54][CH2:53][CH2:52][N:51]([CH2:55][CH2:56][CH:57]([CH3:59])[CH3:58])[CH2:50]2)[C:46]2[CH:60]=[CH:61][CH:62]=[CH:63][C:45]=2[N:44]=1)[C@H:32]1[C:41]2[N:40]=[CH:39][CH:38]=[CH:37][C:36]=2[CH2:35][CH2:34][CH2:33]1. (3) Given the reactants [CH2:1]([O:8][C:9]([N:11]1[CH:16]2[CH2:17][CH:18]([CH2:20][C:21]([O:23][CH3:24])=[O:22])[CH2:19][CH:12]1[CH2:13][O:14][CH2:15]2)=[O:10])[C:2]1[CH:7]=[CH:6][CH:5]=[CH:4][CH:3]=1.C1(S(N2C(C3C=CC=CC=3)O2)(=O)=[O:32])C=CC=CC=1, predict the reaction product. The product is: [CH2:1]([O:8][C:9]([N:11]1[CH:12]2[CH2:19][CH:18]([CH:20]([OH:32])[C:21]([O:23][CH3:24])=[O:22])[CH2:17][CH:16]1[CH2:15][O:14][CH2:13]2)=[O:10])[C:2]1[CH:7]=[CH:6][CH:5]=[CH:4][CH:3]=1. (4) Given the reactants Cl[C:2]1[CH:7]=[CH:6][C:5]([N+:8]([O-:10])=[O:9])=[CH:4][C:3]=1[C:11]1[O:12][CH:13]=[CH:14][N:15]=1.[CH3:16][N:17]1[CH2:22][CH2:21][NH:20][CH2:19][CH2:18]1, predict the reaction product. The product is: [CH3:16][N:17]1[CH2:22][CH2:21][N:20]([C:2]2[CH:7]=[CH:6][C:5]([N+:8]([O-:10])=[O:9])=[CH:4][C:3]=2[C:11]2[O:12][CH:13]=[CH:14][N:15]=2)[CH2:19][CH2:18]1.